This data is from Full USPTO retrosynthesis dataset with 1.9M reactions from patents (1976-2016). The task is: Predict the reactants needed to synthesize the given product. (1) The reactants are: [OH-].[CH2:2]([P+:6]([CH2:15][CH2:16][CH2:17][CH3:18])([CH2:11][CH2:12][CH2:13][CH3:14])[CH2:7][CH2:8][CH2:9][CH3:10])[CH2:3][CH2:4][CH3:5].[C:19]([NH:22][CH2:23][C:24]([OH:26])=[O:25])(=[O:21])[CH3:20]. Given the product [C:19]([NH:22][CH2:23][C:24]([O-:26])=[O:25])(=[O:21])[CH3:20].[CH2:15]([P+:6]([CH2:2][CH2:3][CH2:4][CH3:5])([CH2:7][CH2:8][CH2:9][CH3:10])[CH2:11][CH2:12][CH2:13][CH3:14])[CH2:16][CH2:17][CH3:18], predict the reactants needed to synthesize it. (2) Given the product [N:18]1([C:21]2[N:22]([CH2:45][C:46]#[C:47][CH3:48])[C:23]3[C:28](=[O:29])[N:27]([CH2:30][C:31]4[CH:32]=[C:33]5[C:38](=[C:39]([CH3:41])[CH:40]=4)[N:37]=[C:36]([CH3:42])[C:35]([CH3:43])=[N:34]5)[N:26]=[CH:25][C:24]=3[N:44]=2)[CH2:19][CH2:20][NH:15][CH2:16][CH2:17]1, predict the reactants needed to synthesize it. The reactants are: FC(F)(F)C(O)=O.C(OC([N:15]1[CH2:20][CH2:19][N:18]([C:21]2[N:22]([CH2:45][C:46]#[C:47][CH3:48])[C:23]3[C:28](=[O:29])[N:27]([CH2:30][C:31]4[CH:32]=[C:33]5[C:38](=[C:39]([CH3:41])[CH:40]=4)[N:37]=[C:36]([CH3:42])[C:35]([CH3:43])=[N:34]5)[N:26]=[CH:25][C:24]=3[N:44]=2)[CH2:17][CH2:16]1)=O)(C)(C)C. (3) Given the product [O:26]1[CH:30]=[CH:29][CH:28]=[C:27]1[C:4]([C:6]1[N:7]=[CH:8][N:9]([C:11]2[CH:12]=[C:13]([C:17]3[CH:22]=[CH:21][CH:20]=[CH:19][C:18]=3[O:23][CH3:24])[CH:14]=[CH:15][CH:16]=2)[CH:10]=1)=[O:5], predict the reactants needed to synthesize it. The reactants are: CON(C)[C:4]([C:6]1[N:7]=[CH:8][N:9]([C:11]2[CH:12]=[C:13]([C:17]3[CH:22]=[CH:21][CH:20]=[CH:19][C:18]=3[O:23][CH3:24])[CH:14]=[CH:15][CH:16]=2)[CH:10]=1)=[O:5].[O:26]1[CH:30]=[CH:29][CH:28]=[CH:27]1. (4) Given the product [CH3:1][O:2][C:3](=[O:14])[C:4]1[CH:9]=[CH:8][C:7]([NH2:10])=[CH:6][C:5]=1[OH:13], predict the reactants needed to synthesize it. The reactants are: [CH3:1][O:2][C:3](=[O:14])[C:4]1[CH:9]=[CH:8][C:7]([N+:10]([O-])=O)=[CH:6][C:5]=1[OH:13].C1COCC1. (5) Given the product [F:11][C:12]1[CH:13]=[C:14]([CH:29]2[CH2:30][N:31]([C:33]([O:35][C:36]([CH3:39])([CH3:38])[CH3:37])=[O:34])[CH2:32]2)[CH:15]=[CH:16][C:17]=1[N:18]([CH3:41])[C:19]1[N:24]=[CH:23][C:22]2[N:25]=[CH:26][N:27]([CH3:28])[C:21]=2[CH:20]=1, predict the reactants needed to synthesize it. The reactants are: C[Si](C)(C)[N-][Si](C)(C)C.[Na+].[F:11][C:12]1[CH:13]=[C:14]([CH:29]2[CH2:32][N:31]([C:33]([O:35][C:36]([CH3:39])([CH3:38])[CH3:37])=[O:34])[CH2:30]2)[CH:15]=[CH:16][C:17]=1[NH:18][C:19]1[N:24]=[CH:23][C:22]2[N:25]=[CH:26][N:27]([CH3:28])[C:21]=2[CH:20]=1.I[CH3:41]. (6) Given the product [C:25]([C:22]1[CH:21]=[CH:20][C:19]([N:18]([C:15]2[CH:14]=[CH:13][C:12]([C:11]#[CH:10])=[CH:17][CH:16]=2)[C:31]2[CH:36]=[CH:35][C:34]([C:37]#[CH:38])=[CH:33][CH:32]=2)=[CH:24][CH:23]=1)#[CH:26], predict the reactants needed to synthesize it. The reactants are: O1CCCC1.C[Si]([C:10]#[C:11][C:12]1[CH:17]=[CH:16][C:15]([N:18]([C:31]2[CH:36]=[CH:35][C:34]([C:37]#[C:38][Si](C)(C)C)=[CH:33][CH:32]=2)[C:19]2[CH:24]=[CH:23][C:22]([C:25]#[C:26][Si](C)(C)C)=[CH:21][CH:20]=2)=[CH:14][CH:13]=1)(C)C.[F-].[K+].